This data is from Forward reaction prediction with 1.9M reactions from USPTO patents (1976-2016). The task is: Predict the product of the given reaction. (1) Given the reactants [CH2:1]([O:5][C:6]1[C:15]2[C:10](=[CH:11][CH:12]=[C:13](F)[CH:14]=2)[C:9](=[O:17])[N:8]([CH2:18][CH:19]([CH3:21])[CH3:20])[C:7]=1[C:22]([O:24]CC)=[O:23])[CH2:2][CH2:3][CH3:4].[OH-:27].[Na+].Cl.[H-].[Na+], predict the reaction product. The product is: [CH2:9]([O:27][C:13]1[CH:14]=[C:15]2[C:10](=[CH:11][CH:12]=1)[C:9](=[O:17])[N:8]([CH2:18][CH:19]([CH3:21])[CH3:20])[C:7]([C:22]([OH:24])=[O:23])=[C:6]2[O:5][CH2:1][CH2:2][CH2:3][CH3:4])[C:10]1[CH:15]=[CH:14][CH:13]=[CH:12][CH:11]=1. (2) The product is: [CH:1]([O:4][C:5]([N:18]1[CH2:19][CH2:20][CH:15]([CH2:14][CH2:13][CH2:12][OH:11])[CH2:16][CH2:17]1)=[O:6])([CH3:3])[CH3:2]. Given the reactants [CH:1]([O:4][C:5](Cl)=[O:6])([CH3:3])[CH3:2].C([O:11][CH2:12][CH2:13][CH2:14][CH:15]1[CH2:20][CH2:19][NH:18][CH2:17][CH2:16]1)(=O)C.CCN(CC)CC, predict the reaction product.